From a dataset of Reaction yield outcomes from USPTO patents with 853,638 reactions. Predict the reaction yield, written as a fraction of the theoretical maximum amount of product (1.0 means a 100% yield; for example, 0.34 means a 34% yield). (1) The reactants are [C:1]([C:3]1[C:4]([CH3:20])=[CH:5][C:6]([CH2:11][NH:12][C:13](=[O:19])[O:14][C:15]([CH3:18])([CH3:17])[CH3:16])=[N:7][C:8]=1[O:9][CH3:10])#[N:2]. The catalyst is CC(O)=O.C(O)C.[Ni]. The product is [NH2:2][CH2:1][C:3]1[C:4]([CH3:20])=[CH:5][C:6]([CH2:11][NH:12][C:13](=[O:19])[O:14][C:15]([CH3:16])([CH3:17])[CH3:18])=[N:7][C:8]=1[O:9][CH3:10]. The yield is 0.880. (2) The reactants are [CH:1]1([CH:6]([NH:19][C:20]2[CH:25]=[CH:24][C:23]([C:26]([N:28]([CH3:36])[CH2:29][CH2:30][C:31]([O:33]CC)=[O:32])=[O:27])=[CH:22][CH:21]=2)[C:7]2[O:8][C:9]3[C:16]([F:17])=[CH:15][C:14]([F:18])=[CH:13][C:10]=3[C:11]=2[CH3:12])[CH2:5][CH2:4][CH2:3][CH2:2]1. The catalyst is C(O)C.O1CCCC1.[OH-].[Na+]. The product is [CH:1]1([CH:6]([NH:19][C:20]2[CH:21]=[CH:22][C:23]([C:26]([N:28]([CH3:36])[CH2:29][CH2:30][C:31]([OH:33])=[O:32])=[O:27])=[CH:24][CH:25]=2)[C:7]2[O:8][C:9]3[C:16]([F:17])=[CH:15][C:14]([F:18])=[CH:13][C:10]=3[C:11]=2[CH3:12])[CH2:5][CH2:4][CH2:3][CH2:2]1. The yield is 0.820. (3) The reactants are [Cl-].O[NH3+:3].[C:4](=[O:7])([O-])[OH:5].[Na+].CS(C)=O.[F:13][C:14]1[CH:15]=[C:16]([C:54]#[N:55])[C:17]([C:20]2[CH:25]=[CH:24][C:23]([CH2:26][C:27]3[C:28](=[O:53])[N:29]([C@H:40]4[CH2:45][CH2:44][C@H:43]([O:46][CH:47]([CH3:52])[C:48]([OH:51])([CH3:50])[CH3:49])[CH2:42][CH2:41]4)[C:30]4[N:31]([N:36]=[C:37]([CH3:39])[N:38]=4)[C:32]=3[CH2:33][CH2:34][CH3:35])=[CH:22][CH:21]=2)=[CH:18][CH:19]=1. The catalyst is C(OCC)(=O)C. The product is [F:13][C:14]1[CH:19]=[CH:18][C:17]([C:20]2[CH:21]=[CH:22][C:23]([CH2:26][C:27]3[C:28](=[O:53])[N:29]([C@H:40]4[CH2:45][CH2:44][C@H:43]([O:46][CH:47]([CH3:52])[C:48]([OH:51])([CH3:49])[CH3:50])[CH2:42][CH2:41]4)[C:30]4[N:31]([N:36]=[C:37]([CH3:39])[N:38]=4)[C:32]=3[CH2:33][CH2:34][CH3:35])=[CH:24][CH:25]=2)=[C:16]([C:54]2[NH:3][C:4](=[O:7])[O:5][N:55]=2)[CH:15]=1. The yield is 0.560.